From a dataset of Forward reaction prediction with 1.9M reactions from USPTO patents (1976-2016). Predict the product of the given reaction. (1) Given the reactants [F:1][C:2]([F:43])([F:42])[C:3]1[CH:4]=[C:5]([CH:35]=[C:36]([C:38]([F:41])([F:40])[F:39])[CH:37]=1)[CH2:6][N:7]([CH2:13][C:14]1[CH:19]=[C:18]([C:20]([F:23])([F:22])[F:21])[CH:17]=[CH:16][C:15]=1[C:24]1[CH:29]=[C:28]([CH:30]([CH3:32])[CH3:31])[CH:27]=[CH:26][C:25]=1[O:33][CH3:34])[C:8]1[N:9]=[N:10][NH:11][N:12]=1.C(N(CC)CC)C.Br[CH2:52][CH2:53][CH2:54][C:55]([O:57][CH2:58][CH3:59])=[O:56].O, predict the reaction product. The product is: [F:41][C:38]([F:39])([F:40])[C:36]1[CH:35]=[C:5]([CH:4]=[C:3]([C:2]([F:1])([F:42])[F:43])[CH:37]=1)[CH2:6][N:7]([CH2:13][C:14]1[CH:19]=[C:18]([C:20]([F:21])([F:22])[F:23])[CH:17]=[CH:16][C:15]=1[C:24]1[CH:29]=[C:28]([CH:30]([CH3:31])[CH3:32])[CH:27]=[CH:26][C:25]=1[O:33][CH3:34])[C:8]1[N:9]=[N:10][N:11]([CH2:52][CH2:53][CH2:54][C:55]([O:57][CH2:58][CH3:59])=[O:56])[N:12]=1. (2) Given the reactants [Br:1][C:2]1[C:3]([F:12])=[C:4]2[C:10]([NH2:11])=[CH:9][NH:8][C:5]2=[N:6][CH:7]=1.[CH:13]1([C:17](O)=[O:18])[CH2:16][CH2:15][CH2:14]1.C(N(CC)CC)C.C1N(P(Cl)(N2C(=O)OCC2)=O)C(=O)OC1.O[Li].O, predict the reaction product. The product is: [Br:1][C:2]1[C:3]([F:12])=[C:4]2[C:10]([NH:11][C:17]([CH:13]3[CH2:16][CH2:15][CH2:14]3)=[O:18])=[CH:9][NH:8][C:5]2=[N:6][CH:7]=1.